Dataset: Catalyst prediction with 721,799 reactions and 888 catalyst types from USPTO. Task: Predict which catalyst facilitates the given reaction. (1) Reactant: [NH2:1][C:2]1[C:9]([Br:10])=[CH:8][C:5]([C:6]#[N:7])=[CH:4][N:3]=1.Cl[C:12]([C:15]([O:17][CH2:18][CH3:19])=[O:16])=[CH:13][O-].[K+].S(=O)(=O)(O)O.C(=O)(O)[O-].[Na+]. Product: [Br:10][C:9]1[C:2]2[N:3]([C:12]([C:15]([O:17][CH2:18][CH3:19])=[O:16])=[CH:13][N:1]=2)[CH:4]=[C:5]([C:6]#[N:7])[CH:8]=1. The catalyst class is: 8. (2) Reactant: [Cl:1][C:2]1[N:10]=[CH:9][CH:8]=[CH:7][C:3]=1[CH:4]=[N:5][OH:6].[CH2:11]=[CH2:12].Cl[O-].[Na+]. Product: [Cl:1][C:2]1[C:3]([C:4]2[CH2:12][CH2:11][O:6][N:5]=2)=[CH:7][CH:8]=[CH:9][N:10]=1. The catalyst class is: 2.